Dataset: Reaction yield outcomes from USPTO patents with 853,638 reactions. Task: Predict the reaction yield, written as a fraction of the theoretical maximum amount of product (1.0 means a 100% yield; for example, 0.34 means a 34% yield). (1) The product is [CH3:5][C:4]1[CH:16]=[C:15]([Sn:17]([CH2:22][CH2:23][CH2:24][CH3:25])([CH2:18][CH2:19][CH2:20][CH3:21])[CH2:26][CH2:27][CH2:28][CH3:29])[O:2][N:1]=1. The yield is 0.850. The reactants are [N+:1]([CH2:4][CH3:5])([O-])=[O:2].C1(N=C=O)C=CC=CC=1.[C:15]([Sn:17]([CH2:26][CH2:27][CH2:28][CH3:29])([CH2:22][CH2:23][CH2:24][CH3:25])[CH2:18][CH2:19][CH2:20][CH3:21])#[CH:16].CCN(CC)CC. The catalyst is C1C=CC=CC=1. (2) The reactants are [NH2:1][C@:2]12[CH2:37][CH2:36][C@@H:35]([C:38]([CH3:40])=[CH2:39])[C@@H:3]1[C@@H:4]1[C@@:17]([CH3:20])([CH2:18][CH2:19]2)[C@@:16]2([CH3:21])[C@@H:7]([C@:8]3([CH3:34])[C@@H:13]([CH2:14][CH2:15]2)[C:12]([CH3:23])([CH3:22])[C:11]([C:24]2[CH:33]=[CH:32][C:27]([C:28]([O:30]C)=[O:29])=[CH:26][CH:25]=2)=[CH:10][CH2:9]3)[CH2:6][CH2:5]1.FC1C=C(CN[C@]23CC[C@@H](C(C)=C)[C@@H]2[C@@H]2[C@@](C)(CC3)[C@@]3(C)[C@@H]([C@]4(C)[C@@H](CC3)C(C)(C)C(C3C=CC(C(O)=O)=CC=3)=CC4)CC2)C=CN=1.[F:88][C:89]1[CH:90]=[CH:91][C:92]([CH:95]=O)=[N:93][CH:94]=1. No catalyst specified. The product is [F:88][C:89]1[CH:90]=[CH:91][C:92]([CH2:95][NH:1][C@:2]23[CH2:37][CH2:36][C@@H:35]([C:38]([CH3:40])=[CH2:39])[C@@H:3]2[C@@H:4]2[C@@:17]([CH3:20])([CH2:18][CH2:19]3)[C@@:16]3([CH3:21])[C@@H:7]([C@:8]4([CH3:34])[C@@H:13]([CH2:14][CH2:15]3)[C:12]([CH3:23])([CH3:22])[C:11]([C:24]3[CH:33]=[CH:32][C:27]([C:28]([OH:30])=[O:29])=[CH:26][CH:25]=3)=[CH:10][CH2:9]4)[CH2:6][CH2:5]2)=[N:93][CH:94]=1. The yield is 0.470. (3) The reactants are Cl[C:2]1[N:7]=[CH:6][C:5]2[C:8]([N:14]3[CH2:20][C:16]4([CH2:19][O:18][CH2:17]4)[CH2:15]3)=[N:9][N:10]([CH:11]([CH3:13])[CH3:12])[C:4]=2[CH:3]=1.[NH2:21][C:22]1[CH:27]=[CH:26][N:25]=[C:24]([N:28]2[CH2:33][CH2:32][CH:31]([OH:34])[C:30]([CH3:36])([CH3:35])[CH2:29]2)[N:23]=1.C(=O)([O-])[O-].[Cs+].[Cs+].C1(P(C2CCCCC2)C2C=CC=CC=2C2C(C(C)C)=CC(C(C)C)=CC=2C(C)C)CCCCC1. The catalyst is C([O-])(=O)C.[Pd+2].C([O-])(=O)C.O1CCOCC1. The product is [CH:11]([N:10]1[C:4]2[CH:3]=[C:2]([NH:21][C:22]3[CH:27]=[CH:26][N:25]=[C:24]([N:28]4[CH2:33][CH2:32][CH:31]([OH:34])[C:30]([CH3:36])([CH3:35])[CH2:29]4)[N:23]=3)[N:7]=[CH:6][C:5]=2[C:8]([N:14]2[CH2:20][C:16]3([CH2:19][O:18][CH2:17]3)[CH2:15]2)=[N:9]1)([CH3:13])[CH3:12]. The yield is 0.310. (4) The reactants are [O:1]=[C:2]1[CH2:10][C:9]2[C:4](=[CH:5][CH:6]=[C:7]([C:11]([OH:13])=O)[CH:8]=2)[NH:3]1.[NH:14]1[CH2:19][CH2:18][CH2:17][C@@H:16]2[C:20]3[CH:21]=[CH:22][CH:23]=[CH:24][C:25]=3[CH2:26][C@H:15]12.F[P-](F)(F)(F)(F)F.N1(OC(N(C)C)=[N+](C)C)C2N=CC=CC=2N=N1. No catalyst specified. The product is [N:14]1([C:11]([C:7]2[CH:8]=[C:9]3[C:4](=[CH:5][CH:6]=2)[NH:3][C:2](=[O:1])[CH2:10]3)=[O:13])[CH2:19][CH2:18][CH2:17][C@@H:16]2[C:20]3[CH:21]=[CH:22][CH:23]=[CH:24][C:25]=3[CH2:26][C@H:15]12. The yield is 0.290. (5) The reactants are O=[C:2]([CH2:7][CH3:8])[C:3]([O:5][CH3:6])=[O:4].C1(C)C=CC=CC=1.[NH:16]1[CH2:20][CH2:19][CH2:18][C:17]1=[O:21].O=P(Cl)(Cl)Cl. The catalyst is O. The product is [O:21]=[C:17]1[CH2:18][CH2:19][CH2:20][N:16]1/[C:2](=[CH:7]\[CH3:8])/[C:3]([O:5][CH3:6])=[O:4]. The yield is 0.600. (6) The reactants are [CH3:1][C:2]1[CH:7]=[C:6]([C:8]2[C:12]3[CH:13]=[N:14][C:15]([NH2:17])=[CH:16][C:11]=3[N:10](C(C3C=CC=CC=3)(C3C=CC=CC=3)C3C=CC=CC=3)[N:9]=2)[CH:5]=[CH:4][N:3]=1.[F:37][C:38]1[CH:43]=[CH:42][C:41]([C@H:44]([N:46]=[C:47]=[O:48])[CH3:45])=[CH:40][CH:39]=1.C(O)(C(F)(F)F)=O. The catalyst is O1CCOCC1.C(Cl)Cl. The product is [F:37][C:38]1[CH:39]=[CH:40][C:41]([C@@H:44]([NH:46][C:47]([NH:17][C:15]2[N:14]=[CH:13][C:12]3[C:8]([C:6]4[CH:5]=[CH:4][N:3]=[C:2]([CH3:1])[CH:7]=4)=[N:9][NH:10][C:11]=3[CH:16]=2)=[O:48])[CH3:45])=[CH:42][CH:43]=1. The yield is 0.310. (7) The reactants are [NH2:1][CH:2]1[CH2:5][N:4]([C:6]([C:8]2[CH:9]=[C:10]([CH:23]=[CH:24][C:25]=2[F:26])[CH2:11][C:12]2[C:21]3[C:16](=[CH:17][CH:18]=[CH:19][CH:20]=3)[C:15](=[O:22])[NH:14][N:13]=2)=[O:7])[CH2:3]1.[CH:27]1([CH:32]=O)[CH2:31][CH2:30][CH2:29][CH2:28]1.C(O[BH-](OC(=O)C)OC(=O)C)(=O)C.[Na+]. No catalyst specified. The product is [CH:27]1([CH2:32][NH:1][CH:2]2[CH2:3][N:4]([C:6]([C:8]3[CH:9]=[C:10]([CH:23]=[CH:24][C:25]=3[F:26])[CH2:11][C:12]3[C:21]4[C:16](=[CH:17][CH:18]=[CH:19][CH:20]=4)[C:15](=[O:22])[NH:14][N:13]=3)=[O:7])[CH2:5]2)[CH2:31][CH2:30][CH2:29][CH2:28]1. The yield is 0.720.